From a dataset of Full USPTO retrosynthesis dataset with 1.9M reactions from patents (1976-2016). Predict the reactants needed to synthesize the given product. (1) The reactants are: [CH2:1]([O:6][C:7]1[CH:12]=[CH:11][C:10]([C:13]2[O:17][N:16]=[C:15]([C:18]3[CH:27]=[CH:26][C:21]([C:22]([O:24]C)=[O:23])=[CH:20][CH:19]=3)[CH:14]=2)=[CH:9][CH:8]=1)[CH2:2][CH2:3][CH2:4][CH3:5].CO.[OH-].[K+:31]. Given the product [CH2:1]([O:6][C:7]1[CH:8]=[CH:9][C:10]([C:13]2[O:17][N:16]=[C:15]([C:18]3[CH:19]=[CH:20][C:21]([C:22]([O-:24])=[O:23])=[CH:26][CH:27]=3)[CH:14]=2)=[CH:11][CH:12]=1)[CH2:2][CH2:3][CH2:4][CH3:5].[K+:31], predict the reactants needed to synthesize it. (2) Given the product [Br:1][C:2]1[CH:14]=[C:13]2[C:5]([C:6]3[CH:7]=[C:8]([C:15]([OH:17])=[O:16])[CH:9]=[CH:10][C:11]=3[NH:12]2)=[C:4]([C:20](=[O:22])[NH2:21])[CH:3]=1, predict the reactants needed to synthesize it. The reactants are: [Br:1][C:2]1[CH:14]=[C:13]2[C:5]([C:6]3[CH:7]=[C:8]([C:15]([O:17]CC)=[O:16])[CH:9]=[CH:10][C:11]=3[NH:12]2)=[C:4]([C:20](=[O:22])[NH2:21])[CH:3]=1.[OH-].[Na+]. (3) Given the product [C:9]([O:13][C:14]([N:16]1[CH2:17][CH2:18][N:19]([C:22](=[S:24])[N:23]=[CH:3][N:4]([CH3:6])[CH3:5])[CH2:20][CH2:21]1)=[O:15])([CH3:12])([CH3:10])[CH3:11], predict the reactants needed to synthesize it. The reactants are: CO[CH:3](OC)[N:4]([CH3:6])[CH3:5].[C:9]([O:13][C:14]([N:16]1[CH2:21][CH2:20][N:19]([C:22](=[S:24])[NH2:23])[CH2:18][CH2:17]1)=[O:15])([CH3:12])([CH3:11])[CH3:10].N1(C(OC(C)(C)C)=O)CCNCC1.C(N1C=CN=C1)(N1C=CN=C1)=S.N. (4) Given the product [CH2:1]([O:3][C:4](=[O:31])[C:5]([CH2:15][C:17]1[CH:18]=[CH:19][C:20]([O:23][CH2:24][C:25]2[CH:26]=[CH:27][CH:28]=[CH:29][CH:30]=2)=[CH:21][CH:22]=1)([O:8][C:9]1[CH:14]=[CH:13][CH:12]=[CH:11][CH:10]=1)[CH2:6][CH3:7])[CH3:2], predict the reactants needed to synthesize it. The reactants are: [CH2:1]([O:3][C:4](=[O:31])[C:5]([CH:15]([C:17]1[CH:22]=[CH:21][C:20]([O:23][CH2:24][C:25]2[CH:30]=[CH:29][CH:28]=[CH:27][CH:26]=2)=[CH:19][CH:18]=1)O)([O:8][C:9]1[CH:14]=[CH:13][CH:12]=[CH:11][CH:10]=1)[CH2:6][CH3:7])[CH3:2].B(F)(F)F.CCOCC.C([SiH](CC)CC)C.C([O-])([O-])=O.[Na+].[Na+].